Dataset: NCI-60 drug combinations with 297,098 pairs across 59 cell lines. Task: Regression. Given two drug SMILES strings and cell line genomic features, predict the synergy score measuring deviation from expected non-interaction effect. (1) Drug 1: CC1=CC=C(C=C1)C2=CC(=NN2C3=CC=C(C=C3)S(=O)(=O)N)C(F)(F)F. Drug 2: C1CN(CCN1C(=O)CCBr)C(=O)CCBr. Cell line: BT-549. Synergy scores: CSS=12.3, Synergy_ZIP=-5.16, Synergy_Bliss=-4.01, Synergy_Loewe=-6.96, Synergy_HSA=-5.06. (2) Drug 1: C1=NC2=C(N1)C(=S)N=C(N2)N. Drug 2: CC12CCC3C(C1CCC2O)C(CC4=C3C=CC(=C4)O)CCCCCCCCCS(=O)CCCC(C(F)(F)F)(F)F. Cell line: COLO 205. Synergy scores: CSS=24.2, Synergy_ZIP=-0.142, Synergy_Bliss=-1.87, Synergy_Loewe=-11.4, Synergy_HSA=-4.06. (3) Drug 1: C1CCC(C1)C(CC#N)N2C=C(C=N2)C3=C4C=CNC4=NC=N3. Drug 2: CC12CCC3C(C1CCC2O)C(CC4=C3C=CC(=C4)O)CCCCCCCCCS(=O)CCCC(C(F)(F)F)(F)F. Cell line: EKVX. Synergy scores: CSS=5.40, Synergy_ZIP=-2.06, Synergy_Bliss=-1.25, Synergy_Loewe=0.497, Synergy_HSA=-0.187. (4) Drug 1: CN1C2=C(C=C(C=C2)N(CCCl)CCCl)N=C1CCCC(=O)O.Cl. Drug 2: CS(=O)(=O)OCCCCOS(=O)(=O)C. Cell line: SW-620. Synergy scores: CSS=10.7, Synergy_ZIP=-4.76, Synergy_Bliss=-3.71, Synergy_Loewe=-12.0, Synergy_HSA=-2.45. (5) Drug 1: C1CN1P(=S)(N2CC2)N3CC3. Drug 2: C1=NC2=C(N=C(N=C2N1C3C(C(C(O3)CO)O)O)F)N. Cell line: T-47D. Synergy scores: CSS=25.2, Synergy_ZIP=5.80, Synergy_Bliss=16.0, Synergy_Loewe=3.96, Synergy_HSA=4.69. (6) Drug 1: C1=CC(=CC=C1CC(C(=O)O)N)N(CCCl)CCCl.Cl. Drug 2: C1=NC2=C(N1)C(=S)N=C(N2)N. Cell line: SR. Synergy scores: CSS=77.8, Synergy_ZIP=-0.932, Synergy_Bliss=-1.19, Synergy_Loewe=-1.55, Synergy_HSA=1.08. (7) Drug 1: C1C(C(OC1N2C=C(C(=O)NC2=O)F)CO)O. Drug 2: CCC1=C2CN3C(=CC4=C(C3=O)COC(=O)C4(CC)O)C2=NC5=C1C=C(C=C5)O. Cell line: K-562. Synergy scores: CSS=33.3, Synergy_ZIP=-4.31, Synergy_Bliss=1.05, Synergy_Loewe=-5.97, Synergy_HSA=1.22. (8) Drug 1: CCC1=CC2CC(C3=C(CN(C2)C1)C4=CC=CC=C4N3)(C5=C(C=C6C(=C5)C78CCN9C7C(C=CC9)(C(C(C8N6C)(C(=O)OC)O)OC(=O)C)CC)OC)C(=O)OC.C(C(C(=O)O)O)(C(=O)O)O. Drug 2: CC(CN1CC(=O)NC(=O)C1)N2CC(=O)NC(=O)C2. Cell line: IGROV1. Synergy scores: CSS=48.9, Synergy_ZIP=4.65, Synergy_Bliss=5.29, Synergy_Loewe=8.17, Synergy_HSA=9.49.